Dataset: Reaction yield outcomes from USPTO patents with 853,638 reactions. Task: Predict the reaction yield, written as a fraction of the theoretical maximum amount of product (1.0 means a 100% yield; for example, 0.34 means a 34% yield). (1) The reactants are [CH2:1]([O:8][N:9]([CH2:16][C:17]1[C:22]([O:23][CH3:24])=[CH:21][C:20]([O:25][CH3:26])=[CH:19][C:18]=1[O:27][CH3:28])[C:10](=[O:15])[CH2:11][C:12](O)=O)[C:2]1[CH:7]=[CH:6][CH:5]=[CH:4][CH:3]=1.[CH3:29][C:30]1([CH3:38])[O:37][C:35](=[O:36])[CH2:34][C:32](=[O:33])[O:31]1.C1CCC(N=C=NC2CCCCC2)CC1.[BH4-].[Na+]. The catalyst is CN(C1C=CN=CC=1)C.ClCCl. The product is [CH2:1]([O:8][N:9]([CH2:16][C:17]1[C:22]([O:23][CH3:24])=[CH:21][C:20]([O:25][CH3:26])=[CH:19][C:18]=1[O:27][CH3:28])[C:10](=[O:15])[CH2:11][CH2:12][CH:34]1[C:35](=[O:36])[O:37][C:30]([CH3:38])([CH3:29])[O:31][C:32]1=[O:33])[C:2]1[CH:7]=[CH:6][CH:5]=[CH:4][CH:3]=1. The yield is 0.670. (2) The reactants are C([O:3][C:4]([C:6]1[CH:10]=[C:9]([O:11][CH3:12])[NH:8][N:7]=1)=[O:5])C.[OH-].[Na+].Cl. The catalyst is O1CCCC1. The product is [CH3:12][O:11][C:9]1[NH:8][N:7]=[C:6]([C:4]([OH:5])=[O:3])[CH:10]=1. The yield is 0.860. (3) The reactants are [CH3:1][Mg+].[Br-].[F:4][C:5]1[CH:6]=[N:7][CH:8]=[CH:9][C:10]=1[C:11](N(C)OC)=[O:12]. The catalyst is C1COCC1. The product is [F:4][C:5]1[CH:6]=[N:7][CH:8]=[CH:9][C:10]=1[C:11](=[O:12])[CH3:1]. The yield is 0.880. (4) The reactants are [H-].[H-].[H-].[H-].[Li+].[Al+3].[Cl:7][C:8]1[CH:13]=[CH:12][C:11]([CH:14]2[CH2:16][CH:15]2[C:17](OC)=[O:18])=[CH:10][CH:9]=1. The catalyst is C1COCC1. The product is [Cl:7][C:8]1[CH:9]=[CH:10][C:11]([C@@H:14]2[CH2:16][C@H:15]2[CH2:17][OH:18])=[CH:12][CH:13]=1. The yield is 0.628. (5) The reactants are [C:1]1(=[O:5])[CH2:4][CH2:3][CH2:2]1.[CH:15]([BH-]([CH:15]([CH2:17][CH3:18])[CH3:16])[CH:15]([CH2:17][CH3:18])[CH3:16])([CH2:17][CH3:18])[CH3:16].[Li+].CCC[CH2:23][CH3:24].[O:25]1[CH2:29]CC[CH2:26]1. No catalyst specified. The product is [CH2:26]([O:25][CH2:29][C@@H:3]1[CH2:4][C@H:1]([OH:5])[CH2:2]1)[C:16]1[CH:15]=[CH:17][CH:18]=[CH:24][CH:23]=1. The yield is 0.890. (6) The reactants are [CH3:1][C@@H:2]([C@@H:10]1[C@@:14]2([CH3:29])[CH2:15][CH2:16][C@@H:17]3[C@@:22]4([CH3:28])[CH2:23][CH2:24][C@H:25]([OH:27])[CH2:26][C:21]4=[CH:20][CH:19]=[C:18]3[C@@H:13]2[CH2:12][CH2:11]1)/[CH:3]=[CH:4]/[C@@H:5]([CH:7]([CH3:9])[CH3:8])[CH3:6].[C:30](OC(=O)C)(=[O:32])[CH3:31].O. The catalyst is N1C=CC=CC=1. The product is [C:30]([O:27][C@H:25]1[CH2:24][CH2:23][C@@:22]2([CH3:28])[C:21](=[CH:20][CH:19]=[C:18]3[C@@H:17]2[CH2:16][CH2:15][C@@:14]2([CH3:29])[C@H:13]3[CH2:12][CH2:11][C@@H:10]2[C@H:2]([CH3:1])/[CH:3]=[CH:4]/[C@H:5]([CH3:6])[CH:7]([CH3:8])[CH3:9])[CH2:26]1)(=[O:32])[CH3:31]. The yield is 0.740.